Dataset: Full USPTO retrosynthesis dataset with 1.9M reactions from patents (1976-2016). Task: Predict the reactants needed to synthesize the given product. (1) Given the product [CH:1]1([N:5]2[CH2:10][CH2:9][CH:8]([O:11][C:12]3[CH:17]=[CH:16][C:15]([C:18]4([CH2:24][NH2:25])[CH2:19][CH2:20][O:21][CH2:22][CH2:23]4)=[CH:14][CH:13]=3)[CH2:7][CH2:6]2)[CH2:4][CH2:3][CH2:2]1, predict the reactants needed to synthesize it. The reactants are: [CH:1]1([N:5]2[CH2:10][CH2:9][CH:8]([O:11][C:12]3[CH:17]=[CH:16][C:15]([C:18]4([C:24]#[N:25])[CH2:23][CH2:22][O:21][CH2:20][CH2:19]4)=[CH:14][CH:13]=3)[CH2:7][CH2:6]2)[CH2:4][CH2:3][CH2:2]1.[H-].[Al+3].[Li+].[H-].[H-].[H-]. (2) Given the product [C:18]1([C:15]2[N:14]=[C:13]([N:1]3[CH2:2][CH2:3][CH:4]([C:5]([O:7][CH2:8][CH3:9])=[O:6])[CH2:10][CH2:11]3)[S:17][N:16]=2)[CH:19]=[CH:20][CH:21]=[CH:22][CH:23]=1, predict the reactants needed to synthesize it. The reactants are: [NH:1]1[CH2:11][CH2:10][CH:4]([C:5]([O:7][CH2:8][CH3:9])=[O:6])[CH2:3][CH2:2]1.Cl[C:13]1[S:17][N:16]=[C:15]([C:18]2[CH:23]=[CH:22][CH:21]=[CH:20][CH:19]=2)[N:14]=1.C(N(CC)CC)C.O. (3) The reactants are: C(OC([NH:8][C:9]1[C:10]([C:24]([NH:26][C:27]2[C:28]([N:37]3[CH2:42][C@H:41]([CH3:43])[C@@H:40]([OH:44])[C@H:39]([NH:45]C(=O)OC(C)(C)C)[CH2:38]3)=[C:29]3[CH2:35][CH2:34][CH:33]([OH:36])[C:30]3=[N:31][CH:32]=2)=[O:25])=[N:11][C:12]([C:16]2[C:21]([F:22])=[CH:20][CH:19]=[CH:18][C:17]=2[F:23])=[C:13]([F:15])[CH:14]=1)=O)(C)(C)C.C(O)(C(F)(F)F)=O. Given the product [NH2:8][C:9]1[C:10]([C:24]([NH:26][C:27]2[C:28]([N:37]3[CH2:42][C@H:41]([CH3:43])[C@@H:40]([OH:44])[C@H:39]([NH2:45])[CH2:38]3)=[C:29]3[CH2:35][CH2:34][CH:33]([OH:36])[C:30]3=[N:31][CH:32]=2)=[O:25])=[N:11][C:12]([C:16]2[C:21]([F:22])=[CH:20][CH:19]=[CH:18][C:17]=2[F:23])=[C:13]([F:15])[CH:14]=1, predict the reactants needed to synthesize it. (4) Given the product [CH3:24][O:23][C:21]([N:12]1[CH2:13][CH2:14][CH:15]([C:17]([OH:19])=[O:18])[CH2:16][CH:11]1[C:8]1[CH:7]=[CH:6][C:5]([S:2]([CH3:1])(=[O:4])=[O:3])=[CH:10][CH:9]=1)=[O:22], predict the reactants needed to synthesize it. The reactants are: [CH3:1][S:2]([C:5]1[CH:10]=[CH:9][C:8]([CH:11]2[CH2:16][CH:15]([C:17]([O:19]C)=[O:18])[CH2:14][CH2:13][N:12]2[C:21]([O:23][CH3:24])=[O:22])=[CH:7][CH:6]=1)(=[O:4])=[O:3].[Br-].[Li+].C(N(CC)CC)C.CC(OC)(C)C. (5) Given the product [CH2:11]([O:10][C:8]([NH:14][CH2:15][CH2:16][CH2:17][CH2:18][OH:19])=[O:9])[CH3:12], predict the reactants needed to synthesize it. The reactants are: C(=O)([O-])[O-].[K+].[K+].Cl[C:8]([O:10][CH2:11][CH3:12])=[O:9].O.[NH2:14][CH2:15][CH2:16][CH2:17][CH2:18][OH:19]. (6) Given the product [CH3:52][C:47]1[CH:48]=[C:49]([CH3:51])[N:50]=[C:45]([N:3]2[CH2:4][CH2:5][C@@H:6]3[C@@H:1]([N:8]([C:9]([C:11]4[CH:16]=[CH:15][CH:14]=[CH:13][C:12]=4[C:17]4[S:18][CH:19]=[CH:20][CH:21]=4)=[O:10])[CH2:7]3)[CH2:2]2)[N:46]=1, predict the reactants needed to synthesize it. The reactants are: [C@@H:1]12[N:8]([C:9]([C:11]3[CH:16]=[CH:15][CH:14]=[CH:13][C:12]=3[C:17]3[S:18][CH:19]=[CH:20][CH:21]=3)=[O:10])[CH2:7][C@@H:6]1[CH2:5][CH2:4][NH:3][CH2:2]2.C1(C2C=CC=CC=2)C=CC=CC=1C(N1C2C(CCNC2)C1)=O.Cl[C:45]1[N:50]=[C:49]([CH3:51])[CH:48]=[C:47]([CH3:52])[N:46]=1.ClC1C=NC2C(=CC=CC=2)N=1. (7) Given the product [O:11]=[C:6]1[C:3]2[CH:4]=[CH:5][S:1][C:2]=2[CH2:10][CH2:9][CH2:8][CH:7]1[C:16]([O:15][CH3:14])=[O:17], predict the reactants needed to synthesize it. The reactants are: [S:1]1[CH:5]=[CH:4][C:3]2[C:6](=[O:11])[CH2:7][CH2:8][CH2:9][CH2:10][C:2]1=2.[H-].[Na+].[CH3:14][O:15][C:16](=O)[O:17]C. (8) Given the product [C:16]([O:20][C:21]([N:23]1[CH2:28][CH2:27][N:26]([C:29]([C:31]2[CH:39]=[C:38]3[C:34]([CH:35]=[CH:36][N:37]3[C:9]([O:11][C:12]([CH3:13])([CH3:14])[CH3:15])=[O:10])=[CH:33][CH:32]=2)=[O:30])[CH2:25][CH2:24]1)=[O:22])([CH3:19])([CH3:17])[CH3:18], predict the reactants needed to synthesize it. The reactants are: [C:12]([O:11][C:9](O[C:9]([O:11][C:12]([CH3:15])([CH3:14])[CH3:13])=[O:10])=[O:10])([CH3:15])([CH3:14])[CH3:13].[C:16]([O:20][C:21]([N:23]1[CH2:28][CH2:27][N:26]([C:29]([C:31]2[CH:39]=[C:38]3[C:34]([CH:35]=[CH:36][NH:37]3)=[CH:33][CH:32]=2)=[O:30])[CH2:25][CH2:24]1)=[O:22])([CH3:19])([CH3:18])[CH3:17]. (9) Given the product [CH3:1][C:2]1[CH:7]=[C:6]([CH3:8])[NH:5][C:4](=[O:9])[C:3]=1[CH2:10][NH:11][C:12](=[O:37])[C:13]1[CH:18]=[C:17]([C:19]2[CH:20]=[N:21][C:22]([CH2:25][N:56]3[CH2:57][CH2:58][CH2:59][N:53]([CH3:52])[CH2:54][CH2:55]3)=[CH:23][CH:24]=2)[CH:16]=[C:15]([N:27]([CH2:34][CH3:35])[CH:28]2[CH2:33][CH2:32][O:31][CH2:30][CH2:29]2)[C:14]=1[CH3:36], predict the reactants needed to synthesize it. The reactants are: [CH3:1][C:2]1[CH:7]=[C:6]([CH3:8])[NH:5][C:4](=[O:9])[C:3]=1[CH2:10][NH:11][C:12](=[O:37])[C:13]1[CH:18]=[C:17]([C:19]2[CH:20]=[N:21][C:22]([CH2:25]O)=[CH:23][CH:24]=2)[CH:16]=[C:15]([N:27]([CH2:34][CH3:35])[CH:28]2[CH2:33][CH2:32][O:31][CH2:30][CH2:29]2)[C:14]=1[CH3:36].CS(Cl)(=O)=O.CCN(C(C)C)C(C)C.[CH3:52][N:53]1[CH2:59][CH2:58][CH2:57][NH:56][CH2:55][CH2:54]1.